Dataset: Catalyst prediction with 721,799 reactions and 888 catalyst types from USPTO. Task: Predict which catalyst facilitates the given reaction. (1) Reactant: [N+:1]([O-:4])(O)=[O:2].S(=O)(=O)(O)O.COC([C:14]1[C:15]2[CH:16]3[N:25]([C:26]([O:28][CH2:29][CH3:30])=[O:27])[CH:19]([CH2:20][C:21]=2[CH:22]=[CH:23][CH:24]=1)[CH2:18][CH2:17]3)=O. Product: [CH3:29][O:28][C:26]([C:24]1[CH:23]=[C:22]([N+:1]([O-:4])=[O:2])[C:21]2[CH2:20][CH:19]3[N:25]([C:26]([O:28][CH2:29][CH3:30])=[O:27])[CH:16]([CH2:17][CH2:18]3)[C:15]=2[CH:14]=1)=[O:27]. The catalyst class is: 2. (2) Reactant: ClCCl.CS(C)=O.C(N(C(C)C)CC)(C)C.[OH:17][C@@H:18]([C@@H:29]([NH:34][C:35](=[O:52])[C@@H:36]([NH:41][C:42]([O:44][CH2:45][C:46]1[CH:51]=[CH:50][CH:49]=[CH:48][CH:47]=1)=[O:43])[CH2:37][CH:38]([CH3:40])[CH3:39])[CH2:30][CH2:31][CH2:32][CH3:33])[C:19]([NH:21][C@H:22]1[CH2:27][CH2:26][CH2:25][CH2:24][C@@H:23]1[OH:28])=[O:20]. Product: [O:20]=[C:19]([NH:21][C@H:22]1[CH2:27][CH2:26][CH2:25][CH2:24][C:23]1=[O:28])[C:18](=[O:17])[C@@H:29]([NH:34][C:35](=[O:52])[C@@H:36]([NH:41][C:42]([O:44][CH2:45][C:46]1[CH:47]=[CH:48][CH:49]=[CH:50][CH:51]=1)=[O:43])[CH2:37][CH:38]([CH3:39])[CH3:40])[CH2:30][CH2:31][CH2:32][CH3:33]. The catalyst class is: 16. (3) Reactant: [F:1][C:2]1[CH:3]=[C:4]2[C:8](=[CH:9][CH:10]=1)[N:7]([S:11]([C:14]1[CH:20]=[CH:19][C:17]([CH3:18])=[CH:16][CH:15]=1)(=[O:13])=[O:12])[CH:6]=[C:5]2[CH:21]=[O:22].[Cl-].[Na+]. Product: [F:1][C:2]1[CH:3]=[C:4]2[C:8](=[CH:9][CH:10]=1)[N:7]([S:11]([C:14]1[CH:20]=[CH:19][C:17]([CH3:18])=[CH:16][CH:15]=1)(=[O:13])=[O:12])[CH:6]=[C:5]2[CH2:21][OH:22]. The catalyst class is: 20.